This data is from NCI-60 drug combinations with 297,098 pairs across 59 cell lines. The task is: Regression. Given two drug SMILES strings and cell line genomic features, predict the synergy score measuring deviation from expected non-interaction effect. Drug 1: CCC1(CC2CC(C3=C(CCN(C2)C1)C4=CC=CC=C4N3)(C5=C(C=C6C(=C5)C78CCN9C7C(C=CC9)(C(C(C8N6C)(C(=O)OC)O)OC(=O)C)CC)OC)C(=O)OC)O.OS(=O)(=O)O. Drug 2: CN(CCCl)CCCl.Cl. Cell line: HL-60(TB). Synergy scores: CSS=69.3, Synergy_ZIP=-4.11, Synergy_Bliss=-6.10, Synergy_Loewe=-3.78, Synergy_HSA=-4.06.